Dataset: NCI-60 drug combinations with 297,098 pairs across 59 cell lines. Task: Regression. Given two drug SMILES strings and cell line genomic features, predict the synergy score measuring deviation from expected non-interaction effect. (1) Drug 1: C1CN1P(=S)(N2CC2)N3CC3. Drug 2: CS(=O)(=O)OCCCCOS(=O)(=O)C. Cell line: TK-10. Synergy scores: CSS=4.78, Synergy_ZIP=-2.35, Synergy_Bliss=-3.90, Synergy_Loewe=-1.14, Synergy_HSA=-2.31. (2) Drug 1: CCCCCOC(=O)NC1=NC(=O)N(C=C1F)C2C(C(C(O2)C)O)O. Drug 2: N.N.Cl[Pt+2]Cl. Cell line: MOLT-4. Synergy scores: CSS=51.7, Synergy_ZIP=-2.68, Synergy_Bliss=-2.90, Synergy_Loewe=-8.57, Synergy_HSA=-1.12. (3) Drug 1: CCC1=CC2CC(C3=C(CN(C2)C1)C4=CC=CC=C4N3)(C5=C(C=C6C(=C5)C78CCN9C7C(C=CC9)(C(C(C8N6C)(C(=O)OC)O)OC(=O)C)CC)OC)C(=O)OC.C(C(C(=O)O)O)(C(=O)O)O. Drug 2: C1=CC(=CC=C1CC(C(=O)O)N)N(CCCl)CCCl.Cl. Cell line: SF-295. Synergy scores: CSS=38.2, Synergy_ZIP=-2.34, Synergy_Bliss=0.265, Synergy_Loewe=-23.9, Synergy_HSA=2.81. (4) Drug 1: COC1=C2C(=CC3=C1OC=C3)C=CC(=O)O2. Drug 2: CC1C(C(CC(O1)OC2CC(CC3=C2C(=C4C(=C3O)C(=O)C5=C(C4=O)C(=CC=C5)OC)O)(C(=O)CO)O)N)O.Cl. Cell line: MDA-MB-231. Synergy scores: CSS=36.6, Synergy_ZIP=-3.16, Synergy_Bliss=-5.00, Synergy_Loewe=-3.61, Synergy_HSA=-2.42. (5) Synergy scores: CSS=38.2, Synergy_ZIP=2.10, Synergy_Bliss=4.67, Synergy_Loewe=-23.8, Synergy_HSA=7.83. Drug 1: COC1=CC(=CC(=C1O)OC)C2C3C(COC3=O)C(C4=CC5=C(C=C24)OCO5)OC6C(C(C7C(O6)COC(O7)C8=CC=CS8)O)O. Cell line: IGROV1. Drug 2: CS(=O)(=O)OCCCCOS(=O)(=O)C. (6) Drug 1: C1=CN(C(=O)N=C1N)C2C(C(C(O2)CO)O)O.Cl. Drug 2: C1=NC(=NC(=O)N1C2C(C(C(O2)CO)O)O)N. Cell line: HL-60(TB). Synergy scores: CSS=67.4, Synergy_ZIP=-6.20, Synergy_Bliss=-5.02, Synergy_Loewe=-12.5, Synergy_HSA=-9.21. (7) Drug 1: CCC1(CC2CC(C3=C(CCN(C2)C1)C4=CC=CC=C4N3)(C5=C(C=C6C(=C5)C78CCN9C7C(C=CC9)(C(C(C8N6C=O)(C(=O)OC)O)OC(=O)C)CC)OC)C(=O)OC)O.OS(=O)(=O)O. Drug 2: C1CNP(=O)(OC1)N(CCCl)CCCl. Cell line: UO-31. Synergy scores: CSS=0.752, Synergy_ZIP=-0.242, Synergy_Bliss=0.580, Synergy_Loewe=-1.66, Synergy_HSA=-0.655. (8) Drug 1: C1=NC2=C(N1)C(=S)N=C(N2)N. Drug 2: CC1C(C(CC(O1)OC2CC(CC3=C2C(=C4C(=C3O)C(=O)C5=C(C4=O)C(=CC=C5)OC)O)(C(=O)CO)O)N)O.Cl. Synergy scores: CSS=53.2, Synergy_ZIP=-7.56, Synergy_Bliss=-14.6, Synergy_Loewe=-14.8, Synergy_HSA=-10.2. Cell line: HCT116.